From a dataset of Full USPTO retrosynthesis dataset with 1.9M reactions from patents (1976-2016). Predict the reactants needed to synthesize the given product. (1) Given the product [F:14][CH:13]([F:15])[C:11]1[CH:10]=[C:9]([C:16]2[CH:17]=[N:18][C:19]([C:22]([F:25])([F:24])[F:23])=[CH:20][CH:21]=2)[N:8]=[C:7]([N:5]2[CH:6]=[C:2]([C:30]3[CH:31]=[CH:32][C:27]([NH2:26])=[N:28][CH:29]=3)[N:3]=[CH:4]2)[N:12]=1, predict the reactants needed to synthesize it. The reactants are: I[C:2]1[N:3]=[CH:4][N:5]([C:7]2[N:12]=[C:11]([CH:13]([F:15])[F:14])[CH:10]=[C:9]([C:16]3[CH:17]=[N:18][C:19]([C:22]([F:25])([F:24])[F:23])=[CH:20][CH:21]=3)[N:8]=2)[CH:6]=1.[NH2:26][C:27]1[CH:32]=[CH:31][C:30](B2OC(C)(C)C(C)(C)O2)=[CH:29][N:28]=1. (2) The reactants are: [CH2:1]([CH:3]1[CH2:8][N:7]([CH:9]2[CH2:12][O:11][CH2:10]2)[CH2:6][CH2:5][N:4]1[C:13]1[CH:14]=[CH:15][C:16]([NH:19][C:20]2[C:25](=[O:26])[N:24]([CH3:27])[CH:23]=[C:22]([C:28]3[C:33]([CH:34]=[O:35])=[C:32]([N:36]4[CH2:48][CH2:47][C:46]5[N:45]6[C:40]([CH2:41][CH2:42][CH2:43][CH2:44]6)=[CH:39][C:38]=5[C:37]4=[O:49])[N:31]=[CH:30][CH:29]=3)[CH:21]=2)=[N:17][CH:18]=1)[CH3:2].[BH4-].[Na+].O. Given the product [CH2:1]([C@H:3]1[CH2:8][N:7]([CH:9]2[CH2:10][O:11][CH2:12]2)[CH2:6][CH2:5][N:4]1[C:13]1[CH:14]=[CH:15][C:16]([NH:19][C:20]2[C:25](=[O:26])[N:24]([CH3:27])[CH:23]=[C:22]([C:28]3[CH:29]=[CH:30][N:31]=[C:32]([N:36]4[CH2:48][CH2:47][C:46]5[N:45]6[C:40]([CH2:41][CH2:42][CH2:43][CH2:44]6)=[CH:39][C:38]=5[C:37]4=[O:49])[C:33]=3[CH2:34][OH:35])[CH:21]=2)=[N:17][CH:18]=1)[CH3:2], predict the reactants needed to synthesize it. (3) Given the product [CH2:1]([O:3][CH2:4][C:5]1[N:6]([CH2:27][CH2:28][CH3:29])[C:7]2[C:16]3[CH:15]=[C:14]([O:17][CH2:18][C:19]4[CH:20]=[N:21][CH:22]=[CH:23][CH:24]=4)[CH:13]=[CH:12][C:11]=3[N:10]=[C:9]([NH2:34])[C:8]=2[N:26]=1)[CH3:2], predict the reactants needed to synthesize it. The reactants are: [CH2:1]([O:3][CH2:4][C:5]1[N:6]([CH2:27][CH2:28][CH3:29])[C:7]2[C:16]3[CH:15]=[C:14]([O:17][CH2:18][C:19]4[CH:20]=[N:21][CH:22]=[CH:23][CH:24]=4)[CH:13]=[CH:12][C:11]=3[N+:10]([O-])=[CH:9][C:8]=2[N:26]=1)[CH3:2].ClC(Cl)(Cl)C([N:34]=C=O)=O. (4) Given the product [Br:1][C:2]1[S:10][C:9]2[C:4](=[N:5][CH:6]=[CH:7][C:8]=2[O:28][C:20]2[CH:21]=[CH:22][C:23]([N+:25]([O-:27])=[O:26])=[CH:24][C:19]=2[F:18])[CH:3]=1, predict the reactants needed to synthesize it. The reactants are: [Br:1][C:2]1[S:10][C:9]2[C:4](=[N:5][CH:6]=[CH:7][C:8]=2Cl)[CH:3]=1.C(=O)([O-])[O-].[K+].[K+].[F:18][C:19]1[CH:24]=[C:23]([N+:25]([O-:27])=[O:26])[CH:22]=[CH:21][C:20]=1[OH:28]. (5) Given the product [N:1]1([CH2:6][C:7]2[CH:23]=[CH:22][C:10]([CH2:11][N:12]3[CH:20]=[C:19]4[C:14]([N:15]=[CH:16][N:17]=[C:18]4[NH:35][CH2:34][C:28]4[CH:29]=[C:30]([O:32][CH3:33])[CH:31]=[C:26]([O:25][CH3:24])[CH:27]=4)=[N:13]3)=[CH:9][CH:8]=2)[CH:5]=[CH:4][CH:3]=[N:2]1, predict the reactants needed to synthesize it. The reactants are: [N:1]1([CH2:6][C:7]2[CH:23]=[CH:22][C:10]([CH2:11][N:12]3[CH:20]=[C:19]4[C:14]([N:15]=[CH:16][N:17]=[C:18]4Cl)=[N:13]3)=[CH:9][CH:8]=2)[CH:5]=[CH:4][CH:3]=[N:2]1.[CH3:24][O:25][C:26]1[CH:27]=[C:28]([CH2:34][NH2:35])[CH:29]=[C:30]([O:32][CH3:33])[CH:31]=1. (6) Given the product [C:17]([N:20]1[CH2:25][CH2:24][N:23]([C:2]2[N:3]=[C:4]([NH2:9])[CH:5]=[C:6]([Cl:8])[N:7]=2)[CH2:22][CH2:21]1)(=[O:19])[CH3:18], predict the reactants needed to synthesize it. The reactants are: Cl[C:2]1[N:7]=[C:6]([Cl:8])[CH:5]=[C:4]([NH2:9])[N:3]=1.C(N(CC)CC)C.[C:17]([N:20]1[CH2:25][CH2:24][NH:23][CH2:22][CH2:21]1)(=[O:19])[CH3:18]. (7) Given the product [C:13]([O:12][C:10]([N:1]1[CH2:6][CH2:5][CH2:4][CH2:3][CH:2]1[C:7]([OH:9])=[O:8])=[O:11])([CH3:16])([CH3:15])[CH3:14], predict the reactants needed to synthesize it. The reactants are: [NH:1]1[CH2:6][CH2:5][CH2:4][CH2:3][CH:2]1[C:7]([OH:9])=[O:8].[C:10](O[C:10]([O:12][C:13]([CH3:16])([CH3:15])[CH3:14])=[O:11])([O:12][C:13]([CH3:16])([CH3:15])[CH3:14])=[O:11].C(N(CC)CC)C.C(Cl)(Cl)Cl.CO.CC(O)=O. (8) Given the product [Cl:15][C:9]1[O:10][C:6]2[CH:5]=[CH:4][C:3]([O:2][CH3:1])=[CH:12][C:7]=2[N:8]=1, predict the reactants needed to synthesize it. The reactants are: [CH3:1][O:2][C:3]1[CH:4]=[CH:5][C:6]2[O:10][C:9](S)=[N:8][C:7]=2[CH:12]=1.S(Cl)([Cl:15])=O. (9) The reactants are: S(Cl)([Cl:3])=O.[Br:5][C:6]1[CH:7]=[CH:8][C:9]([C:12]([OH:14])=O)=[N:10][CH:11]=1. Given the product [Br:5][C:6]1[CH:7]=[CH:8][C:9]([C:12]([Cl:3])=[O:14])=[N:10][CH:11]=1, predict the reactants needed to synthesize it.